Predict the reactants needed to synthesize the given product. From a dataset of Full USPTO retrosynthesis dataset with 1.9M reactions from patents (1976-2016). (1) Given the product [CH2:1]([C:3]1[CH:8]=[CH:7][C:6]([O:9][C:10]2[CH:15]=[CH:14][C:13]([NH2:16])=[CH:12][C:11]=2[C:19]([F:20])([F:22])[F:21])=[C:5]([O:23][CH3:24])[CH:4]=1)[CH3:2], predict the reactants needed to synthesize it. The reactants are: [CH2:1]([C:3]1[CH:8]=[CH:7][C:6]([O:9][C:10]2[CH:15]=[CH:14][C:13]([N+:16]([O-])=O)=[CH:12][C:11]=2[C:19]([F:22])([F:21])[F:20])=[C:5]([O:23][CH3:24])[CH:4]=1)[CH3:2]. (2) Given the product [Cl:1][C:2]1[CH:7]=[CH:6][CH:5]=[C:4]2[C:3]=1[N:9]=[C:11]([C:12]([O:14][CH2:15][CH3:16])=[O:13])[C:17](=[O:18])[NH:8]2, predict the reactants needed to synthesize it. The reactants are: [Cl:1][C:2]1[C:3]([NH2:9])=[C:4]([NH2:8])[CH:5]=[CH:6][CH:7]=1.O=[C:11]([C:17](OCC)=[O:18])[C:12]([O:14][CH2:15][CH3:16])=[O:13]. (3) Given the product [F:1][C:2]1[C:3]2[NH:16][C:17](=[O:18])[N:8]([C:9]3[CH:14]=[CH:13][CH:12]=[CH:11][C:10]=3[F:15])[C:4]=2[CH:5]=[CH:6][CH:7]=1, predict the reactants needed to synthesize it. The reactants are: [F:1][C:2]1[CH:7]=[CH:6][CH:5]=[C:4]([NH:8][C:9]2[CH:14]=[CH:13][CH:12]=[CH:11][C:10]=2[F:15])[C:3]=1[NH2:16].[C:17](C1NC=CN=1)(C1NC=CN=1)=[O:18].